Dataset: Forward reaction prediction with 1.9M reactions from USPTO patents (1976-2016). Task: Predict the product of the given reaction. (1) Given the reactants CS(O[CH2:6][CH:7]1[S:11][C:10]([C:12]2[NH:13][C:14]3[C:19]([CH:20]=2)=[CH:18][CH:17]=[CH:16][C:15]=3[N:21]([CH3:31])[S:22]([C:25]2[CH:30]=[CH:29][CH:28]=[CH:27][N:26]=2)(=[O:24])=[O:23])=[N:9][CH2:8]1)(=O)=O.[NH:32]1[CH:36]=[N:35][CH:34]=[N:33]1.C(=O)([O-])[O-].[K+].[K+].CN(C)C=O, predict the reaction product. The product is: [CH3:31][N:21]([C:15]1[CH:16]=[CH:17][CH:18]=[C:19]2[C:14]=1[NH:13][C:12]([C:10]1[S:11][CH:7]([CH2:6][N:32]3[CH:36]=[N:35][CH:34]=[N:33]3)[CH2:8][N:9]=1)=[CH:20]2)[S:22]([C:25]1[CH:30]=[CH:29][CH:28]=[CH:27][N:26]=1)(=[O:24])=[O:23]. (2) Given the reactants [NH2:1][C:2]1[CH:10]=[CH:9][C:8]([F:11])=[CH:7][C:3]=1[C:4](O)=[O:5].[CH:12]([N:15](C(C)C)CC)(C)C.C1CN([P+](ON2N=NC3C=CC=CC2=3)(N2CCCC2)N2CCCC2)CC1.F[P-](F)(F)(F)(F)F.CN.C1COCC1, predict the reaction product. The product is: [NH2:1][C:2]1[CH:10]=[CH:9][C:8]([F:11])=[CH:7][C:3]=1[C:4]([NH:15][CH3:12])=[O:5]. (3) The product is: [Cl:21][C:18]1[CH:19]=[CH:20][C:15]([CH2:14][N:11]([C:8]2[CH:9]=[CH:10][C:5]([F:4])=[CH:6][CH:7]=2)[NH2:12])=[CH:16][CH:17]=1. Given the reactants [NH2-].[Na+].Cl.[F:4][C:5]1[CH:10]=[CH:9][C:8]([NH:11][NH2:12])=[CH:7][CH:6]=1.Br[CH2:14][C:15]1[CH:20]=[CH:19][C:18]([Cl:21])=[CH:17][CH:16]=1, predict the reaction product. (4) Given the reactants FC(F)(F)S([O:6][C@@H:7]1[C@@H:12]([O:13][CH2:14][C:15]2[CH:20]=[CH:19][CH:18]=[CH:17][CH:16]=2)[C@H:11]([O:21][CH2:22][C:23]2[CH:28]=[CH:27][CH:26]=[CH:25][CH:24]=2)[C@H:10]([O:29][CH2:30][C:31]2[CH:36]=[CH:35][CH:34]=[CH:33][CH:32]=2)[O:9][CH2:8]1)(=O)=O.N([O-])=O.[Na+].O, predict the reaction product. The product is: [CH2:14]([O:13][C@H:12]1[C@H:11]([O:21][CH2:22][C:23]2[CH:28]=[CH:27][CH:26]=[CH:25][CH:24]=2)[C@H:10]([O:29][CH2:30][C:31]2[CH:32]=[CH:33][CH:34]=[CH:35][CH:36]=2)[O:9][CH2:8][C@@H:7]1[OH:6])[C:15]1[CH:20]=[CH:19][CH:18]=[CH:17][CH:16]=1. (5) Given the reactants Br[C:2]1[C:3](=[O:20])[N:4]([C:14]2[CH:19]=[CH:18][CH:17]=[CH:16][CH:15]=2)[CH:5]=[C:6]([C:8]2[CH:13]=[CH:12][CH:11]=[CH:10][N:9]=2)[CH:7]=1.[C:21]([C:23]1[CH:28]=[CH:27][CH:26]=[CH:25][C:24]=1B1OC(C([O-])=O)C=CO1)#[N:22].C(=O)([O-])[O-].[K+].[K+], predict the reaction product. The product is: [CH:17]1[CH:16]=[CH:15][C:14]([N:4]2[C:3](=[O:20])[C:2]([C:24]3[CH:25]=[CH:26][CH:27]=[CH:28][C:23]=3[C:21]#[N:22])=[CH:7][C:6]([C:8]3[CH:13]=[CH:12][CH:11]=[CH:10][N:9]=3)=[CH:5]2)=[CH:19][CH:18]=1. (6) Given the reactants O[CH:2]([C:36]1[CH:41]=[CH:40][CH:39]=[CH:38][CH:37]=1)[C:3]1[C:12]2[C:11](=[O:13])[N:10]([CH2:14][CH2:15][CH2:16][O:17][CH:18]3CCCC[O:19]3)[C:9](=[O:24])[N:8]([CH3:25])[C:7]=2[N:6]=[CH:5][C:4]=1[O:26][C:27]1[CH:32]=[CH:31][CH:30]=[C:29]([CH:33]([CH3:35])[CH3:34])[CH:28]=1, predict the reaction product. The product is: [CH2:2]([C:3]1[C:12]2[C:11](=[O:13])[N:10]([CH2:14][CH2:15][CH2:16][O:17][CH:18]=[O:19])[C:9](=[O:24])[N:8]([CH3:25])[C:7]=2[N:6]=[CH:5][C:4]=1[O:26][C:27]1[CH:32]=[CH:31][CH:30]=[C:29]([CH:33]([CH3:35])[CH3:34])[CH:28]=1)[C:36]1[CH:41]=[CH:40][CH:39]=[CH:38][CH:37]=1. (7) Given the reactants [Cl:1][C:2]1[CH:7]=[C:6]([Cl:8])[CH:5]=[CH:4][C:3]=1[C:9]1[N:10]=[CH:11][N:12]([CH3:21])[C:13]=1[C:14]1[CH:19]=[CH:18][C:17]([Cl:20])=[CH:16][CH:15]=1.C([Li])CCC.[CH:27]1([N:33]=[C:34]=[O:35])[CH2:32][CH2:31][CH2:30][CH2:29][CH2:28]1, predict the reaction product. The product is: [CH:27]1([NH:33][C:34]([C:11]2[N:12]([CH3:21])[C:13]([C:14]3[CH:19]=[CH:18][C:17]([Cl:20])=[CH:16][CH:15]=3)=[C:9]([C:3]3[CH:4]=[CH:5][C:6]([Cl:8])=[CH:7][C:2]=3[Cl:1])[N:10]=2)=[O:35])[CH2:32][CH2:31][CH2:30][CH2:29][CH2:28]1. (8) Given the reactants Cl[C:2]1[N:7]=[C:6]([NH:8][CH:9]2[CH2:11][CH2:10]2)[N:5]=[C:4]([C:12]2[CH:13]=[N:14][CH:15]=[CH:16][CH:17]=2)[C:3]=1[C:18]#[N:19].[SH:20][CH2:21][C:22]([NH2:24])=[O:23].C(=O)([O-])[O-].[Na+].[Na+].[O-]CC.[Na+], predict the reaction product. The product is: [NH2:19][C:18]1[C:3]2[C:4]([C:12]3[CH:13]=[N:14][CH:15]=[CH:16][CH:17]=3)=[N:5][C:6]([NH:8][CH:9]3[CH2:11][CH2:10]3)=[N:7][C:2]=2[S:20][C:21]=1[C:22]([NH2:24])=[O:23]. (9) The product is: [Cl:1][C:2]1[CH:3]=[C:4]([CH:18]=[CH:19][C:20]=1[Cl:21])[CH2:5][NH:6][C:7]1[CH:8]=[CH:9][C:10]2[N:11]([C:13]([CH2:16][N:49]3[CH2:54][CH2:53][O:52][CH2:51][CH2:50]3)=[CH:14][N:15]=2)[N:12]=1. Given the reactants [Cl:1][C:2]1[CH:3]=[C:4]([CH:18]=[CH:19][C:20]=1[Cl:21])[CH2:5][NH:6][C:7]1[CH:8]=[CH:9][C:10]2[N:11]([C:13]([CH2:16]O)=[CH:14][N:15]=2)[N:12]=1.C1(P(C2C=CC=CC=2)C2C=CC=CC=2)C=CC=CC=1.BrN1C(=O)CCC1=O.[NH:49]1[CH2:54][CH2:53][O:52][CH2:51][CH2:50]1, predict the reaction product. (10) The product is: [NH2:12][S:9]([C:4]1[C:3]([OH:13])=[C:2]([NH:1][C:28]([NH:27][C:19]2[N:23]([CH3:24])[N:22]=[C:21]([CH3:25])[CH:20]=2)=[O:29])[CH:7]=[CH:6][C:5]=1[Cl:8])(=[O:11])=[O:10]. Given the reactants [NH2:1][C:2]1[C:3]([OH:13])=[C:4]([S:9]([NH2:12])(=[O:11])=[O:10])[C:5]([Cl:8])=[CH:6][CH:7]=1.N(C([C:19]1[N:23]([CH3:24])[N:22]=[C:21]([CH3:25])[CH:20]=1)=O)=[N+]=[N-].C[N:27](C)[CH:28]=[O:29], predict the reaction product.